From a dataset of Peptide-MHC class II binding affinity with 134,281 pairs from IEDB. Regression. Given a peptide amino acid sequence and an MHC pseudo amino acid sequence, predict their binding affinity value. This is MHC class II binding data. (1) The peptide sequence is PAAHAAQGYKVLVLNPSVAA. The MHC is DRB1_0701 with pseudo-sequence DRB1_0701. The binding affinity (normalized) is 0.472. (2) The MHC is DRB1_0701 with pseudo-sequence DRB1_0701. The peptide sequence is ALSINELSNLAKGEK. The binding affinity (normalized) is 0.102. (3) The peptide sequence is YAVSFNYFVCNLLQE. The MHC is HLA-DPA10301-DPB10402 with pseudo-sequence HLA-DPA10301-DPB10402. The binding affinity (normalized) is 0.789. (4) The binding affinity (normalized) is 0.308. The peptide sequence is SQDPELSWNLNGLQAY. The MHC is HLA-DQA10301-DQB10302 with pseudo-sequence HLA-DQA10301-DQB10302. (5) The peptide sequence is TAVAKCNEKHDEEFC. The MHC is DRB1_1101 with pseudo-sequence DRB1_1101. The binding affinity (normalized) is 0.548. (6) The MHC is HLA-DQA10301-DQB10302 with pseudo-sequence HLA-DQA10301-DQB10302. The binding affinity (normalized) is 0.745. The peptide sequence is HTSVEADVDAALEVL. (7) The peptide sequence is GNGVVALRNAQLVTF. The MHC is DRB5_0101 with pseudo-sequence DRB5_0101. The binding affinity (normalized) is 0.676. (8) The peptide sequence is INELIASGSEKLASV. The MHC is DRB1_0401 with pseudo-sequence DRB1_0401. The binding affinity (normalized) is 0.597. (9) The peptide sequence is VIDWLVSNQSVRNRQEGLY. The MHC is H-2-IEk with pseudo-sequence H-2-IEk. The binding affinity (normalized) is 0.607.